This data is from Full USPTO retrosynthesis dataset with 1.9M reactions from patents (1976-2016). The task is: Predict the reactants needed to synthesize the given product. (1) Given the product [ClH:21].[NH2:2][CH2:1][C:3]1[CH:4]=[C:5]([O:9][CH2:10][CH2:11][CH2:12][C:13]([O:15][CH2:16][CH3:17])=[O:14])[CH:6]=[CH:7][CH:8]=1, predict the reactants needed to synthesize it. The reactants are: [C:1]([C:3]1[CH:4]=[C:5]([O:9][CH2:10][CH2:11][CH2:12][C:13]([O:15][CH2:16][CH3:17])=[O:14])[CH:6]=[CH:7][CH:8]=1)#[N:2].C(O)=O.[ClH:21].C(OCC)(=O)C. (2) Given the product [NH2:24][C:18]1[N:19]=[C:20]([NH:23][C:13]([C:9]2[CH:10]=[N:11][O:12][C:8]=2[CH3:7])=[O:15])[CH:21]=[N:22][C:17]=1[Cl:16], predict the reactants needed to synthesize it. The reactants are: C(Cl)(=O)C(Cl)=O.[CH3:7][C:8]1[O:12][N:11]=[CH:10][C:9]=1[C:13]([OH:15])=O.[Cl:16][C:17]1[C:18]([NH2:24])=[N:19][C:20]([NH2:23])=[CH:21][N:22]=1. (3) Given the product [CH3:16][O:15][CH2:14][CH2:13][N:11]1[CH:12]=[C:8]([C:5]2[CH:6]=[CH:7][C:2]([B:17]3[O:21][C:20]([CH3:23])([CH3:22])[C:19]([CH3:25])([CH3:24])[O:18]3)=[CH:3][CH:4]=2)[CH:9]=[N:10]1, predict the reactants needed to synthesize it. The reactants are: Br[C:2]1[CH:7]=[CH:6][C:5]([C:8]2[CH:9]=[N:10][N:11]([CH2:13][CH2:14][O:15][CH3:16])[CH:12]=2)=[CH:4][CH:3]=1.[B:17]1([B:17]2[O:21][C:20]([CH3:23])([CH3:22])[C:19]([CH3:25])([CH3:24])[O:18]2)[O:21][C:20]([CH3:23])([CH3:22])[C:19]([CH3:25])([CH3:24])[O:18]1.CC(C1C=C(C(C)C)C(C2C=CC=CC=2P(C2CCCCC2)C2CCCCC2)=C(C(C)C)C=1)C.C([O-])(=O)C.[K+]. (4) Given the product [Br:4][C:5]1[CH:22]=[N:21][C:8]2=[N:9][C:10]([N:14]3[CH2:19][CH2:18][N:17]([CH3:20])[CH2:16][CH2:15]3)=[C:11]([NH:2][NH2:3])[N:12]=[C:7]2[C:6]=1[CH3:23], predict the reactants needed to synthesize it. The reactants are: O.[NH2:2][NH2:3].[Br:4][C:5]1[CH:22]=[N:21][C:8]2=[N:9][C:10]([N:14]3[CH2:19][CH2:18][N:17]([CH3:20])[CH2:16][CH2:15]3)=[C:11](Cl)[N:12]=[C:7]2[C:6]=1[CH3:23].